Predict the reactants needed to synthesize the given product. From a dataset of Full USPTO retrosynthesis dataset with 1.9M reactions from patents (1976-2016). (1) Given the product [Cl:13][CH2:14][C:15](=[O:22])[CH:16]([N:9]=[N:6][C:5]1[CH:7]=[CH:8][C:2]([F:1])=[CH:3][CH:4]=1)[C:17]([O:19][CH2:20][CH3:21])=[O:18], predict the reactants needed to synthesize it. The reactants are: [F:1][C:2]1[CH:8]=[CH:7][C:5]([NH2:6])=[CH:4][CH:3]=1.[N:9]([O-])=O.[Na+].[Cl:13][CH2:14][C:15](=[O:22])[CH2:16][C:17]([O:19][CH2:20][CH3:21])=[O:18].C([O-])(=O)C.[Na+]. (2) Given the product [CH:22]1(/[CH:21]=[C:20](/[C:11]2[NH:10][C:14]3=[N:15][CH:16]=[C:17]([F:19])[CH:18]=[C:13]3[CH:12]=2)\[C:27]2[CH:32]=[CH:31][C:30]([S:33]([CH3:36])(=[O:35])=[O:34])=[CH:29][CH:28]=2)[CH2:25][CH2:24][CH2:23]1, predict the reactants needed to synthesize it. The reactants are: C1(S([N:10]2[C:14]3=[N:15][CH:16]=[C:17]([F:19])[CH:18]=[C:13]3[CH:12]=[C:11]2[C:20]([C:27]2[CH:32]=[CH:31][C:30]([S:33]([CH3:36])(=[O:35])=[O:34])=[CH:29][CH:28]=2)(O)[CH2:21][CH:22]2[CH2:25][CH2:24][CH2:23]2)(=O)=O)C=CC=CC=1.[F-].C([N+](CCCC)(CCCC)CCCC)CCC. (3) Given the product [Cl:17][C:18]1[CH:19]=[CH:20][C:21]([C:24]2[CH:25]=[CH:26][C:27]([C:30]#[C:31][C:2]3[CH:3]=[CH:4][C:5]4[O:9][C:8]([CH2:10][N:11]5[CH2:15][CH2:14][CH2:13][CH2:12]5)=[N:7][C:6]=4[CH:16]=3)=[N:28][CH:29]=2)=[CH:22][CH:23]=1, predict the reactants needed to synthesize it. The reactants are: I[C:2]1[CH:3]=[CH:4][C:5]2[O:9][C:8]([CH2:10][N:11]3[CH2:15][CH2:14][CH2:13][CH2:12]3)=[N:7][C:6]=2[CH:16]=1.[Cl:17][C:18]1[CH:23]=[CH:22][C:21]([C:24]2[CH:25]=[CH:26][C:27]([C:30]#[CH:31])=[N:28][CH:29]=2)=[CH:20][CH:19]=1.C([O-])([O-])=O.[Cs+].[Cs+]. (4) The reactants are: [ClH:1].Cl.C([O:10][C:11]1[CH:20]=[C:19]2[C:14]([C:15]([NH:21][C:22]3[CH:23]=[N:24][C:25]([NH:28][C:29](=[O:36])[C:30]4[CH:35]=[CH:34][CH:33]=[CH:32][CH:31]=4)=[N:26][CH:27]=3)=[N:16][CH:17]=[N:18]2)=[CH:13][C:12]=1[O:37][CH3:38])C1C=CC=CC=1. Given the product [ClH:1].[ClH:1].[OH:10][C:11]1[CH:20]=[C:19]2[C:14]([C:15]([NH:21][C:22]3[CH:23]=[N:24][C:25]([NH:28][C:29](=[O:36])[C:30]4[CH:35]=[CH:34][CH:33]=[CH:32][CH:31]=4)=[N:26][CH:27]=3)=[N:16][CH:17]=[N:18]2)=[CH:13][C:12]=1[O:37][CH3:38], predict the reactants needed to synthesize it. (5) The reactants are: [S:1]1[CH:5]=[CH:4][CH:3]=[C:2]1[CH:6]=O.[NH2:8][C:9]1[CH:13]=[CH:12][NH:11][N:10]=1.[F:14][C:15]([F:25])([F:24])[C:16](=O)[CH2:17][C:18]([O:20][CH2:21][CH3:22])=[O:19]. Given the product [S:1]1[CH:5]=[CH:4][CH:3]=[C:2]1[CH:6]1[C:17]([C:18]([O:20][CH2:21][CH3:22])=[O:19])=[C:16]([C:15]([F:14])([F:24])[F:25])[NH:8][C:9]2=[N:10][NH:11][CH:12]=[C:13]12, predict the reactants needed to synthesize it. (6) Given the product [F:17][C:14]1[CH:13]=[CH:12][C:11]([C:8]2[NH:9][CH:10]=[CH:6][C:7]=2[C:18]2[CH:23]=[CH:22][N:21]=[CH:20][CH:19]=2)=[CH:16][CH:15]=1, predict the reactants needed to synthesize it. The reactants are: C(OC([C:6]1[C:7]([C:18]2[CH:23]=[CH:22][N:21]=[CH:20][CH:19]=2)=[C:8]([C:11]2[CH:16]=[CH:15][C:14]([F:17])=[CH:13][CH:12]=2)[NH:9][CH:10]=1)=O)C.S(=O)(=O)(O)O.O.[OH-].[Na+].